This data is from Catalyst prediction with 721,799 reactions and 888 catalyst types from USPTO. The task is: Predict which catalyst facilitates the given reaction. (1) Reactant: C(OC([N:8]1[CH2:13][CH2:12][N:11]([C:14]2[C:19]([C:20]([F:23])([F:22])[F:21])=[CH:18][C:17]([CH2:24][OH:25])=[CH:16][N:15]=2)[CH2:10][CH2:9]1)=O)(C)(C)C. The catalyst class is: 67. Product: [N:11]1([C:14]2[N:15]=[CH:16][C:17]([CH2:24][OH:25])=[CH:18][C:19]=2[C:20]([F:23])([F:21])[F:22])[CH2:12][CH2:13][NH:8][CH2:9][CH2:10]1. (2) Reactant: Cl[C:2]1[CH:7]=[C:6]([S:8][CH3:9])[N:5]=[CH:4][N:3]=1.O.[NH2:11][NH2:12]. Product: [CH3:9][S:8][C:6]1[N:5]=[CH:4][N:3]=[C:2]([NH:11][NH2:12])[CH:7]=1. The catalyst class is: 41. (3) Reactant: [CH3:1][O:2][C:3]([C:5]1[C:13]2[CH:12]=[C:11](C=O)[O:10][C:9]=2[C:8]([O:16][CH:17]2[CH2:21][CH2:20][CH2:19][CH2:18]2)=[CH:7][CH:6]=1)=[O:4].[C:22](O)(=O)[CH2:23][C:24]([OH:26])=[O:25].N1CCCCC1.Cl. Product: [CH:17]1([O:16][C:8]2[C:9]3[O:10][C:11](/[CH:22]=[CH:23]\[C:24]([OH:26])=[O:25])=[CH:12][C:13]=3[C:5]([C:3]([O:2][CH3:1])=[O:4])=[CH:6][CH:7]=2)[CH2:18][CH2:19][CH2:20][CH2:21]1. The catalyst class is: 11. (4) Reactant: [Br:1][C:2]1[C:3]([C:7]2[CH:12]=[CH:11][CH:10]=[CH:9][C:8]=2[Cl:13])=[N:4][NH:5][CH:6]=1.[CH3:14][C:15]1[C:16](B2OC(C)(C)C(C)(C)O2)=[CH:17][C:18]([NH:21][C:22](=[O:24])[CH3:23])=[N:19][CH:20]=1.N1C=CC=CC=1. Product: [Br:1][C:2]1[C:3]([C:7]2[CH:12]=[CH:11][CH:10]=[CH:9][C:8]=2[Cl:13])=[N:4][N:5]([C:16]2[C:15]([CH3:14])=[CH:20][N:19]=[C:18]([NH:21][C:22](=[O:24])[CH3:23])[CH:17]=2)[CH:6]=1. The catalyst class is: 1.